This data is from NCI-60 drug combinations with 297,098 pairs across 59 cell lines. The task is: Regression. Given two drug SMILES strings and cell line genomic features, predict the synergy score measuring deviation from expected non-interaction effect. (1) Drug 1: C1=CC(=CC=C1C#N)C(C2=CC=C(C=C2)C#N)N3C=NC=N3. Drug 2: CC12CCC3C(C1CCC2O)C(CC4=C3C=CC(=C4)O)CCCCCCCCCS(=O)CCCC(C(F)(F)F)(F)F. Cell line: K-562. Synergy scores: CSS=22.0, Synergy_ZIP=-0.563, Synergy_Bliss=-3.75, Synergy_Loewe=11.5, Synergy_HSA=-0.810. (2) Drug 1: CCN(CC)CCCC(C)NC1=C2C=C(C=CC2=NC3=C1C=CC(=C3)Cl)OC. Drug 2: C1CN(CCN1C(=O)CCBr)C(=O)CCBr. Cell line: MOLT-4. Synergy scores: CSS=67.3, Synergy_ZIP=0.0573, Synergy_Bliss=-0.269, Synergy_Loewe=-0.901, Synergy_HSA=0.407. (3) Drug 1: COC1=C(C=C2C(=C1)N=CN=C2NC3=CC(=C(C=C3)F)Cl)OCCCN4CCOCC4. Drug 2: C1CC(C1)(C(=O)O)C(=O)O.[NH2-].[NH2-].[Pt+2]. Cell line: SNB-75. Synergy scores: CSS=31.5, Synergy_ZIP=-8.15, Synergy_Bliss=2.79, Synergy_Loewe=-3.33, Synergy_HSA=6.25. (4) Drug 1: C1CCC(CC1)NC(=O)N(CCCl)N=O. Drug 2: CC(C)CN1C=NC2=C1C3=CC=CC=C3N=C2N. Cell line: HT29. Synergy scores: CSS=-1.70, Synergy_ZIP=-3.75, Synergy_Bliss=4.42, Synergy_Loewe=1.12, Synergy_HSA=1.44. (5) Drug 1: CC1=CC2C(CCC3(C2CCC3(C(=O)C)OC(=O)C)C)C4(C1=CC(=O)CC4)C. Drug 2: CC12CCC3C(C1CCC2O)C(CC4=C3C=CC(=C4)O)CCCCCCCCCS(=O)CCCC(C(F)(F)F)(F)F. Cell line: NCI-H460. Synergy scores: CSS=4.07, Synergy_ZIP=0.828, Synergy_Bliss=3.17, Synergy_Loewe=2.69, Synergy_HSA=2.71. (6) Drug 1: CCN(CC)CCCC(C)NC1=C2C=C(C=CC2=NC3=C1C=CC(=C3)Cl)OC. Drug 2: CN(C(=O)NC(C=O)C(C(C(CO)O)O)O)N=O. Cell line: LOX IMVI. Synergy scores: CSS=25.0, Synergy_ZIP=0.928, Synergy_Bliss=2.56, Synergy_Loewe=-10.4, Synergy_HSA=1.35. (7) Drug 1: CC1=CC=C(C=C1)C2=CC(=NN2C3=CC=C(C=C3)S(=O)(=O)N)C(F)(F)F. Drug 2: C1C(C(OC1N2C=NC(=NC2=O)N)CO)O. Cell line: CAKI-1. Synergy scores: CSS=-10.2, Synergy_ZIP=1.82, Synergy_Bliss=-0.845, Synergy_Loewe=-5.78, Synergy_HSA=-5.15.